From a dataset of Forward reaction prediction with 1.9M reactions from USPTO patents (1976-2016). Predict the product of the given reaction. (1) Given the reactants C([NH:8][C:9]1[N:14]=[CH:13][C:12]([N:15]([CH3:35])[C:16](=[O:34])[C:17]([C:20]2[CH:25]=[C:24]([C:26]([F:29])([F:28])[F:27])[CH:23]=[C:22]([C:30]([F:33])([F:32])[F:31])[CH:21]=2)([CH3:19])[CH3:18])=[C:11]([C:36]2[CH:41]=[CH:40][CH:39]=[CH:38][C:37]=2[CH3:42])[CH:10]=1)C1C=CC=CC=1.Cl, predict the reaction product. The product is: [NH2:8][C:9]1[N:14]=[CH:13][C:12]([N:15]([CH3:35])[C:16](=[O:34])[C:17]([C:20]2[CH:21]=[C:22]([C:30]([F:31])([F:32])[F:33])[CH:23]=[C:24]([C:26]([F:29])([F:27])[F:28])[CH:25]=2)([CH3:19])[CH3:18])=[C:11]([C:36]2[CH:41]=[CH:40][CH:39]=[CH:38][C:37]=2[CH3:42])[CH:10]=1. (2) Given the reactants CO[C:3](=[O:27])[CH2:4][C:5]1[CH:6]=[N:7][C:8]([C:11]2[CH:16]=[CH:15][C:14]([O:17][CH2:18][CH2:19][N:20]3[CH2:25][CH2:24][O:23][CH2:22][CH2:21]3)=[CH:13][C:12]=2[F:26])=[CH:9][CH:10]=1.[CH:28]1([CH2:33][CH2:34][NH2:35])[CH2:32][CH2:31][CH2:30][CH2:29]1, predict the reaction product. The product is: [CH:28]1([CH2:33][CH2:34][NH:35][C:3](=[O:27])[CH2:4][C:5]2[CH:6]=[N:7][C:8]([C:11]3[CH:16]=[CH:15][C:14]([O:17][CH2:18][CH2:19][N:20]4[CH2:25][CH2:24][O:23][CH2:22][CH2:21]4)=[CH:13][C:12]=3[F:26])=[CH:9][CH:10]=2)[CH2:32][CH2:31][CH2:30][CH2:29]1. (3) Given the reactants [CH3:1][O:2][C:3]1[CH:4]=[C:5]([S:9]([NH:12][C:13]2[C:18]([O:19][CH3:20])=[N:17][CH:16]=[CH:15][N:14]=2)(=[O:11])=[O:10])[CH:6]=[CH:7][CH:8]=1.C([N-]C(C)C)(C)C.[Li+].C(NC(C)C)(C)C.C([Li])CCC.[Cl:41]C(Cl)(Cl)C(Cl)(Cl)Cl, predict the reaction product. The product is: [Cl:41][C:4]1[C:3]([O:2][CH3:1])=[CH:8][CH:7]=[CH:6][C:5]=1[S:9]([NH:12][C:13]1[C:18]([O:19][CH3:20])=[N:17][CH:16]=[CH:15][N:14]=1)(=[O:11])=[O:10]. (4) The product is: [C:1]([O:9][C@H:10]1[CH2:15][CH2:14][C@@H:13]([OH:16])[CH2:12][C@@H:11]1[C:24]1[N:28]([CH3:29])[N:27]=[CH:26][CH:25]=1)(=[O:8])[C:2]1[CH:3]=[CH:4][CH:5]=[CH:6][CH:7]=1. Given the reactants [C:1]([O:9][C@H:10]1[CH2:15][CH2:14][C@@H:13]([O:16][Si](C(C)(C)C)(C)C)[CH2:12][C@@H:11]1[C:24]1[N:28]([CH3:29])[N:27]=[CH:26][CH:25]=1)(=[O:8])[C:2]1[CH:7]=[CH:6][CH:5]=[CH:4][CH:3]=1.[F-].C([N+](CCCC)(CCCC)CCCC)CCC, predict the reaction product. (5) Given the reactants [CH3:1][O:2][C:3]1[CH:4]=[C:5](B(O)O)[CH:6]=[CH:7][CH:8]=1.Cl[C:13]1[C:18]([CH2:19][OH:20])=[CH:17][CH:16]=[CH:15][N:14]=1.C(=O)(O)[O-].[Na+].O1CCOCC1, predict the reaction product. The product is: [CH3:1][O:2][C:3]1[CH:4]=[C:5]([C:13]2[C:18]([CH2:19][OH:20])=[CH:17][CH:16]=[CH:15][N:14]=2)[CH:6]=[CH:7][CH:8]=1.